Dataset: Catalyst prediction with 721,799 reactions and 888 catalyst types from USPTO. Task: Predict which catalyst facilitates the given reaction. (1) Reactant: [C:1]([O:5][C:6]([NH:8][CH2:9][C@H:10]1[CH2:15][CH2:14][C@H:13]([C:16]([NH:18][C@H:19]([C:37](=[O:50])[NH:38][C:39]2[CH:44]=[CH:43][C:42]([C:45]3[NH:49][N:48]=[N:47][N:46]=3)=[CH:41][CH:40]=2)[CH2:20][C:21]2[CH:22]=[C:23]([C:27]3[C:32]([CH3:33])=[CH:31][CH:30]=[C:29]([C:34](O)=[O:35])[CH:28]=3)[CH:24]=[CH:25][CH:26]=2)=[O:17])[CH2:12][CH2:11]1)=[O:7])([CH3:4])([CH3:3])[CH3:2].[NH2:51][CH:52]1[CH:57]2[CH:53]1[CH2:54][N:55]([C:58]([O:60][C:61]([CH3:64])([CH3:63])[CH3:62])=[O:59])[CH2:56]2.F[P-](F)(F)(F)(F)F.CN(C(ON1C2=NC=CC=C2N=N1)=[N+](C)C)C.C(N(CC)C(C)C)(C)C. Product: [C:1]([O:5][C:6]([NH:8][CH2:9][C@H:10]1[CH2:15][CH2:14][C@H:13]([C:16]([NH:18][C@H:19]([C:37](=[O:50])[NH:38][C:39]2[CH:40]=[CH:41][C:42]([C:45]3[NH:49][N:48]=[N:47][N:46]=3)=[CH:43][CH:44]=2)[CH2:20][C:21]2[CH:22]=[C:23]([C:27]3[C:32]([CH3:33])=[CH:31][CH:30]=[C:29]([C:34]([NH:51][CH:52]4[CH:57]5[CH:53]4[CH2:54][N:55]([C:58]([O:60][C:61]([CH3:64])([CH3:63])[CH3:62])=[O:59])[CH2:56]5)=[O:35])[CH:28]=3)[CH:24]=[CH:25][CH:26]=2)=[O:17])[CH2:12][CH2:11]1)=[O:7])([CH3:4])([CH3:2])[CH3:3]. The catalyst class is: 7. (2) Reactant: [C:1]1([NH:7][NH2:8])[CH:6]=[CH:5][CH:4]=[CH:3][CH:2]=1.[CH2:9]([O:11][C:12](=[O:20])[CH:13]([C:17](=O)[CH3:18])[C:14](=O)[CH3:15])[CH3:10].N1C=CC=CC=1. Product: [CH2:9]([O:11][C:12]([C:13]1[C:14]([CH3:15])=[N:8][N:7]([C:1]2[CH:6]=[CH:5][CH:4]=[CH:3][CH:2]=2)[C:17]=1[CH3:18])=[O:20])[CH3:10]. The catalyst class is: 8. (3) Reactant: [NH2:1][C:2]1[C:13]([Br:14])=[CH:12][C:5]([C:6]([N:8]([CH2:10][CH3:11])[CH3:9])=[O:7])=[CH:4][N:3]=1.Cl[CH2:16][CH:17]=O.C(=O)([O-])O.[Na+]. Product: [Br:14][C:13]1[C:2]2[N:3]([CH:16]=[CH:17][N:1]=2)[CH:4]=[C:5]([C:6]([N:8]([CH2:10][CH3:11])[CH3:9])=[O:7])[CH:12]=1. The catalyst class is: 8. (4) Reactant: S([O-])([O-])=O.[Na+].[Na+].[I:7][C:8]1[N:9]=[C:10]([C@@H:14]2[CH2:18][CH2:17][CH2:16][N:15]2[C:19]([O:21][C:22]([CH3:25])([CH3:24])[CH3:23])=[O:20])[NH:11][C:12]=1I. Product: [I:7][C:8]1[NH:9][C:10]([C@@H:14]2[CH2:18][CH2:17][CH2:16][N:15]2[C:19]([O:21][C:22]([CH3:25])([CH3:24])[CH3:23])=[O:20])=[N:11][CH:12]=1. The catalyst class is: 815. (5) Reactant: [C:1]([O:5][C:6](=[O:22])[NH:7][C@H:8]([C:19](=O)[NH2:20])[CH2:9][C:10]1[CH:15]=[CH:14][C:13]([N+:16]([O-:18])=[O:17])=[CH:12][CH:11]=1)([CH3:4])([CH3:3])[CH3:2].COC1C=CC(P2(SP(C3C=CC(OC)=CC=3)(=S)S2)=[S:32])=CC=1. Product: [C:1]([O:5][C:6](=[O:22])[NH:7][C@H:8]([C:19](=[S:32])[NH2:20])[CH2:9][C:10]1[CH:15]=[CH:14][C:13]([N+:16]([O-:18])=[O:17])=[CH:12][CH:11]=1)([CH3:4])([CH3:3])[CH3:2]. The catalyst class is: 1. (6) Reactant: C([O:4][CH2:5][CH2:6][CH2:7][CH2:8][CH2:9][CH2:10][CH2:11][CH2:12][O:13][C:14]1[CH:19]=[CH:18][CH:17]=[C:16]([NH2:20])[C:15]=1[C:21]#[N:22])(=O)C.[S:23](Cl)(=[O:26])(=[O:25])N.[N:28]1C=CC=CC=1.[OH-].[Na+]. Product: [NH2:28][C:21]1[C:15]2[C:14]([O:13][CH2:12][CH2:11][CH2:10][CH2:9][CH2:8][CH2:7][CH2:6][CH2:5][OH:4])=[CH:19][CH:18]=[CH:17][C:16]=2[NH:20][S:23](=[O:26])(=[O:25])[N:22]=1. The catalyst class is: 44.